This data is from Peptide-MHC class II binding affinity with 134,281 pairs from IEDB. The task is: Regression. Given a peptide amino acid sequence and an MHC pseudo amino acid sequence, predict their binding affinity value. This is MHC class II binding data. (1) The peptide sequence is QQGVTVDSIGML. The MHC is DRB1_1501 with pseudo-sequence DRB1_1501. The binding affinity (normalized) is 0.0463. (2) The peptide sequence is SLKTALTGAMRVTKD. The MHC is DRB1_0301 with pseudo-sequence DRB1_0301. The binding affinity (normalized) is 0.248. (3) The peptide sequence is NIRQAGVQYSR. The MHC is DRB1_0401 with pseudo-sequence DRB1_0401. The binding affinity (normalized) is 0.949. (4) The peptide sequence is LASSCQVAFSYFPPP. The MHC is HLA-DQA10501-DQB10201 with pseudo-sequence HLA-DQA10501-DQB10201. The binding affinity (normalized) is 0.346.